Task: Predict the reaction yield, written as a fraction of the theoretical maximum amount of product (1.0 means a 100% yield; for example, 0.34 means a 34% yield).. Dataset: Reaction yield outcomes from USPTO patents with 853,638 reactions (1) The reactants are Br[C:2]1[CH:7]=[C:6]([Br:8])[CH:5]=[C:4]([Br:9])[CH:3]=1.C([Li])CCC.[F:15][C:16]([F:24])([F:23])[C:17]([C:19]([F:22])([F:21])[F:20])=[O:18].Cl. The catalyst is CCCCCC.C(OCC)C. The product is [F:15][C:16]([F:24])([F:23])[C:17]([C:2]1[CH:7]=[C:6]([Br:8])[CH:5]=[C:4]([Br:9])[CH:3]=1)([OH:18])[C:19]([F:22])([F:21])[F:20]. The yield is 0.600. (2) The reactants are [C:1]1([C:7]2[O:11][C:10]([CH2:12][CH2:13][C:14]([O:16]C)=[O:15])=[N:9][N:8]=2)[CH:6]=[CH:5][CH:4]=[CH:3][CH:2]=1. The catalyst is [OH-].[Na+].CO. The product is [C:1]1([C:7]2[O:11][C:10]([CH2:12][CH2:13][C:14]([OH:16])=[O:15])=[N:9][N:8]=2)[CH:2]=[CH:3][CH:4]=[CH:5][CH:6]=1. The yield is 0.830. (3) The reactants are [Cl:1][C:2]1[CH:10]=[CH:9][C:5]([C:6](Cl)=[O:7])=[CH:4][N:3]=1.[CH:11]1([C:17]2[CH:23]=[CH:22][C:20]([NH2:21])=[CH:19][CH:18]=2)[CH2:16][CH2:15][CH2:14][CH2:13][CH2:12]1.C(OCC)(=O)C. The catalyst is C1(C)C=CC=CC=1. The product is [Cl:1][C:2]1[CH:10]=[CH:9][C:5]([C:6]([NH:21][C:20]2[CH:22]=[CH:23][C:17]([CH:11]3[CH2:16][CH2:15][CH2:14][CH2:13][CH2:12]3)=[CH:18][CH:19]=2)=[O:7])=[CH:4][N:3]=1. The yield is 0.950. (4) The reactants are [N+:1]([C:4]1[CH:12]=[C:11]([C:13]([NH:15][N:16]=[C:17]([C:19]2[C:23]([OH:24])=[C:22]([C:25]3[CH:30]=[CH:29][C:28]([C:31]([CH3:34])([CH3:33])[CH3:32])=[CH:27][CH:26]=3)[S:21][CH:20]=2)[CH3:18])=[O:14])[CH:10]=[CH:9][C:5]=1[C:6](O)=[O:7])([O-:3])=[O:2].C(N(CC)CC)C.ClC(OCC(C)C)=O.[CH3:50][N:51]1[CH2:56][CH2:55][NH:54][CH2:53][CH2:52]1.Cl. The catalyst is CN1CCCC1=O. The product is [C:31]([C:28]1[CH:27]=[CH:26][C:25]([C:22]2[S:21][CH:20]=[C:19]([C:17](=[N:16][NH:15][C:13](=[O:14])[C:11]3[CH:10]=[CH:9][C:5]([C:6]([N:54]4[CH2:55][CH2:56][N:51]([CH3:50])[CH2:52][CH2:53]4)=[O:7])=[C:4]([N+:1]([O-:3])=[O:2])[CH:12]=3)[CH3:18])[C:23]=2[OH:24])=[CH:30][CH:29]=1)([CH3:34])([CH3:32])[CH3:33]. The yield is 0.100. (5) The yield is 0.950. The reactants are [B:10]1([B:10]2[O:14][C:13]([CH3:16])([CH3:15])[C:12]([CH3:18])([CH3:17])[O:11]2)[O:14][C:13]([CH3:16])([CH3:15])[C:12]([CH3:18])([CH3:17])[O:11]1.Br[C:20]1[CH:21]=[CH:22][C:23]([O:33][CH3:34])=[C:24]([S:26]([NH:29][CH2:30][CH2:31][OH:32])(=[O:28])=[O:27])[CH:25]=1.C([O-])(=O)C.[K+]. The catalyst is O1CCOCC1.Cl[Pd]Cl. The product is [OH:32][CH2:31][CH2:30][NH:29][S:26]([C:24]1[CH:25]=[C:20]([B:10]2[O:11][C:12]([CH3:17])([CH3:18])[C:13]([CH3:15])([CH3:16])[O:14]2)[CH:21]=[CH:22][C:23]=1[O:33][CH3:34])(=[O:28])=[O:27].